Dataset: Forward reaction prediction with 1.9M reactions from USPTO patents (1976-2016). Task: Predict the product of the given reaction. (1) Given the reactants [OH:1][C:2]1[CH:7]=[CH:6][C:5]([CH2:8][CH2:9][C:10]([O:12][CH2:13][CH3:14])=[O:11])=[CH:4][C:3]=1[O:15][CH2:16][CH2:17][CH2:18][O:19][CH3:20].C(N(CC)CC)C.C1C=CC(N([S:35]([C:38]([F:41])([F:40])[F:39])(=[O:37])=[O:36])[S:35]([C:38]([F:41])([F:40])[F:39])(=[O:37])=[O:36])=CC=1.[Cl-].[NH4+], predict the reaction product. The product is: [CH3:20][O:19][CH2:18][CH2:17][CH2:16][O:15][C:3]1[CH:4]=[C:5]([CH2:8][CH2:9][C:10]([O:12][CH2:13][CH3:14])=[O:11])[CH:6]=[CH:7][C:2]=1[O:1][S:35]([C:38]([F:41])([F:40])[F:39])(=[O:37])=[O:36]. (2) Given the reactants N1(C2C=CC(NC3C4N(C=CN=4)C(C4C=CNC(=O)C=4)=CN=3)=CC=2)CCOCC1.[CH2:30]([N:32]([CH2:55][CH3:56])[CH2:33][CH2:34][NH:35][C:36]([C:38]1[CH:43]=[CH:42][C:41]([NH:44][C:45]2[C:46]3[N:47]([CH:52]=[CH:53][N:54]=3)[C:48](Br)=[CH:49][N:50]=2)=[CH:40][N:39]=1)=[O:37])[CH3:31].CC1(C)C(C)(C)OB([C:65]2[CH:66]=[N:67][NH:68][CH:69]=2)O1.CC([O-])(C)C.[Na+], predict the reaction product. The product is: [CH2:30]([N:32]([CH2:55][CH3:56])[CH2:33][CH2:34][NH:35][C:36]([C:38]1[CH:43]=[CH:42][C:41]([NH:44][C:45]2[C:46]3[N:47]([CH:52]=[CH:53][N:54]=3)[C:48]([C:65]3[CH:66]=[N:67][NH:68][CH:69]=3)=[CH:49][N:50]=2)=[CH:40][N:39]=1)=[O:37])[CH3:31].